Dataset: Catalyst prediction with 721,799 reactions and 888 catalyst types from USPTO. Task: Predict which catalyst facilitates the given reaction. (1) Reactant: [Cl:1][C:2]1[CH:7]=[CH:6][C:5]([CH:8](O)[CH2:9][N:10]2[CH2:15][CH2:14][CH:13]([N:16]3[C:20]4[CH:21]=[C:22]([F:29])[C:23]([C:25]([NH:27][CH3:28])=[O:26])=[CH:24][C:19]=4[NH:18][C:17]3=[O:30])[CH2:12][CH2:11]2)=[CH:4][CH:3]=1.COCCN(S(F)(F)[F:42])CCOC. Product: [Cl:1][C:2]1[CH:7]=[CH:6][C:5]([CH:8]([F:42])[CH2:9][N:10]2[CH2:15][CH2:14][CH:13]([N:16]3[C:20]4[CH:21]=[C:22]([F:29])[C:23]([C:25]([NH:27][CH3:28])=[O:26])=[CH:24][C:19]=4[NH:18][C:17]3=[O:30])[CH2:12][CH2:11]2)=[CH:4][CH:3]=1. The catalyst class is: 4. (2) Reactant: [Cl:1][C:2]1[C:3]([O:30][CH3:31])=[CH:4][C:5]([O:28][CH3:29])=[C:6]([NH:8][C:9]([CH2:11][N:12]2[C:21]3[C:16](=[CH:17][CH:18]=[CH:19][CH:20]=3)[C:15](=[O:22])[N:14]([CH2:23][C:24](O)=[O:25])[C:13]2=[O:27])=[O:10])[CH:7]=1.CN(C(ON1N=NC2C=CC=NC1=2)=[N+](C)C)C.F[P-](F)(F)(F)(F)F.[CH3:56][N:57]([CH3:63])[C@H:58]1[CH2:62][CH2:61][NH:60][CH2:59]1.CCN(C(C)C)C(C)C. Product: [Cl:1][C:2]1[C:3]([O:30][CH3:31])=[CH:4][C:5]([O:28][CH3:29])=[C:6]([NH:8][C:9](=[O:10])[CH2:11][N:12]2[C:21]3[C:16](=[CH:17][CH:18]=[CH:19][CH:20]=3)[C:15](=[O:22])[N:14]([CH2:23][C:24]([N:60]3[CH2:61][CH2:62][C@H:58]([N:57]([CH3:63])[CH3:56])[CH2:59]3)=[O:25])[C:13]2=[O:27])[CH:7]=1. The catalyst class is: 2. (3) Reactant: C[O:2][CH:3](OC)[C:4]1[CH:5]=[C:6]2[C:11](=[CH:12][CH:13]=1)[N:10]=[CH:9][N:8]([C:14]1[CH:15]=[C:16]([CH:23]=[CH:24][C:25]=1[CH3:26])[C:17]([NH:19][O:20][CH2:21][CH3:22])=[O:18])[C:7]2=[O:27].Cl. Product: [CH2:21]([O:20][NH:19][C:17](=[O:18])[C:16]1[CH:23]=[CH:24][C:25]([CH3:26])=[C:14]([N:8]2[C:7](=[O:27])[C:6]3[C:11](=[CH:12][CH:13]=[C:4]([CH:3]=[O:2])[CH:5]=3)[N:10]=[CH:9]2)[CH:15]=1)[CH3:22]. The catalyst class is: 21. (4) Reactant: [C:1]([O:5][C:6]([N:8]1[CH2:13][CH2:12][N:11]2[C:14]([C:23]([F:26])([F:25])[F:24])=[N:15][C:16]([C:17](=[O:22])N(OC)C)=[C:10]2[CH2:9]1)=[O:7])([CH3:4])([CH3:3])[CH3:2].[CH:27]1([Mg]Br)[CH2:31][CH2:30][CH2:29][CH2:28]1.[Cl-].[NH4+]. Product: [C:1]([O:5][C:6]([N:8]1[CH2:13][CH2:12][N:11]2[C:14]([C:23]([F:25])([F:24])[F:26])=[N:15][C:16]([C:17]([CH:27]3[CH2:31][CH2:30][CH2:29][CH2:28]3)=[O:22])=[C:10]2[CH2:9]1)=[O:7])([CH3:2])([CH3:4])[CH3:3]. The catalyst class is: 334. (5) Reactant: [F:1][C:2]1[CH:19]=[CH:18][CH:17]=[C:16]([F:20])[C:3]=1[CH2:4][O:5][C:6]1[C:7]([N+:13]([O-])=O)=[N:8][CH:9]=[C:10]([CH3:12])[CH:11]=1.Cl.C1CCCCC1.C(OCC)(=O)C. Product: [F:1][C:2]1[CH:19]=[CH:18][CH:17]=[C:16]([F:20])[C:3]=1[CH2:4][O:5][C:6]1[C:7]([NH2:13])=[N:8][CH:9]=[C:10]([CH3:12])[CH:11]=1. The catalyst class is: 186. (6) Reactant: [NH2:1][C:2]1[CH:10]=[CH:9][C:5]([C:6]([OH:8])=O)=[CH:4][C:3]=1[N+:11]([O-:13])=[O:12].[NH2:14][C:15]1[S:16][C:17]([CH3:21])=[C:18]([CH3:20])[N:19]=1.CN(C(ON1N=NC2C=CC=CC1=2)=[N+](C)C)C.[B-](F)(F)(F)F. Product: [CH3:20][C:18]1[N:19]=[C:15]([NH:14][C:6](=[O:8])[C:5]2[CH:9]=[CH:10][C:2]([NH2:1])=[C:3]([N+:11]([O-:13])=[O:12])[CH:4]=2)[S:16][C:17]=1[CH3:21]. The catalyst class is: 3.